From a dataset of Catalyst prediction with 721,799 reactions and 888 catalyst types from USPTO. Predict which catalyst facilitates the given reaction. Reactant: [O:1]1[CH2:6][CH2:5][N:4]([CH2:7][CH2:8][N:9]([C:14]2[S:18][C:17]([C:19]([O:21]C(C)(C)C)=[O:20])=[CH:16][CH:15]=2)[S:10]([CH3:13])(=[O:12])=[O:11])[CH2:3][CH2:2]1.[C:26]([OH:32])([C:28]([F:31])([F:30])[F:29])=[O:27]. Product: [F:29][C:28]([F:31])([F:30])[C:26]([OH:32])=[O:27].[O:1]1[CH2:6][CH2:5][N:4]([CH2:7][CH2:8][N:9]([C:14]2[S:18][C:17]([C:19]([OH:21])=[O:20])=[CH:16][CH:15]=2)[S:10]([CH3:13])(=[O:11])=[O:12])[CH2:3][CH2:2]1. The catalyst class is: 2.